From a dataset of Forward reaction prediction with 1.9M reactions from USPTO patents (1976-2016). Predict the product of the given reaction. (1) Given the reactants I[C:2]1[N:6]2[N:7]=[C:8]([NH:11][C@H:12]3[CH2:17][CH2:16][C@H:15]([OH:18])[CH2:14][CH2:13]3)[CH:9]=[CH:10][C:5]2=[N:4][CH:3]=1.O.[CH3:20][N:21]([C:23]1[CH:28]=[CH:27][C:26](B(O)O)=[CH:25][N:24]=1)[CH3:22].[OH-].[Na+].O, predict the reaction product. The product is: [CH3:20][N:21]([CH3:22])[C:23]1[N:24]=[CH:25][C:26]([C:2]2[N:6]3[N:7]=[C:8]([NH:11][C@H:12]4[CH2:17][CH2:16][C@H:15]([OH:18])[CH2:14][CH2:13]4)[CH:9]=[CH:10][C:5]3=[N:4][CH:3]=2)=[CH:27][CH:28]=1. (2) Given the reactants [CH3:1][O:2][C:3]1[CH:49]=[CH:48][C:6]([CH2:7][N:8]([CH2:39][C:40]2[CH:45]=[CH:44][C:43]([O:46][CH3:47])=[CH:42][CH:41]=2)[C:9]2[N:14]=[CH:13][C:12]([C:15]3[C:16]4[CH2:29][CH2:28][N:27]([C:30]5[CH:31]=[C:32]([CH:36]=[CH:37][CH:38]=5)[C:33](O)=[O:34])[C:17]=4[N:18]=[C:19]([N:21]4[CH2:26][CH2:25][O:24][CH2:23][CH2:22]4)[N:20]=3)=[CH:11][N:10]=2)=[CH:5][CH:4]=1.COC1C=CC(CN(CC2C=CC(OC)=CC=2)C2N=CC(C3C4CCN(C5C=CC(C(O)=O)=CC=5)C=4N=C(N4CCOCC4)N=3)=CN=2)=CC=1.[CH3:99][N:100]1[CH2:105][CH2:104][NH:103][CH2:102][CH2:101]1, predict the reaction product. The product is: [CH3:47][O:46][C:43]1[CH:44]=[CH:45][C:40]([CH2:39][N:8]([CH2:7][C:6]2[CH:48]=[CH:49][C:3]([O:2][CH3:1])=[CH:4][CH:5]=2)[C:9]2[N:10]=[CH:11][C:12]([C:15]3[C:16]4[CH2:29][CH2:28][N:27]([C:30]5[CH:31]=[C:32]([C:33]([N:103]6[CH2:104][CH2:105][N:100]([CH3:99])[CH2:101][CH2:102]6)=[O:34])[CH:36]=[CH:37][CH:38]=5)[C:17]=4[N:18]=[C:19]([N:21]4[CH2:22][CH2:23][O:24][CH2:25][CH2:26]4)[N:20]=3)=[CH:13][N:14]=2)=[CH:41][CH:42]=1. (3) Given the reactants [NH2:1][C:2]1[S:3]/[C:4](=[CH:8]\[C:9]2[CH:14]=[C:13]([O:15][CH3:16])[C:12]([OH:17])=[C:11]([Cl:18])[CH:10]=2)/[C:5](=[O:7])[N:6]=1.Br[CH2:20][C:21]([C:23]1[CH:28]=[CH:27][C:26]([N:29]2[CH2:33][CH2:32][CH2:31][CH2:30]2)=[CH:25][CH:24]=1)=O, predict the reaction product. The product is: [Cl:18][C:11]1[CH:10]=[C:9](/[CH:8]=[C:4]2/[C:5](=[O:7])[N:6]3[CH:20]=[C:21]([C:23]4[CH:28]=[CH:27][C:26]([N:29]5[CH2:33][CH2:32][CH2:31][CH2:30]5)=[CH:25][CH:24]=4)[N:1]=[C:2]3[S:3]/2)[CH:14]=[C:13]([O:15][CH3:16])[C:12]=1[OH:17]. (4) Given the reactants O[CH2:2][C:3]1[CH:16]=[N:15][C:6]2[C:7]3[N:8]([CH:12]=[CH:13][CH:14]=3)[C:9](=[O:11])[NH:10][C:5]=2[CH:4]=1.[Cl:17][C:18]1[CH:19]=[C:20]([CH:25]=[CH:26][C:27]=1[N:28]1[CH2:33][CH2:32][NH:31][CH2:30][CH2:29]1)[C:21]([NH:23][CH3:24])=[O:22].[I-].C(C[P+](C)(C)C)#N.C(N(C(C)C)C(C)C)C, predict the reaction product. The product is: [Cl:17][C:18]1[CH:19]=[C:20]([CH:25]=[CH:26][C:27]=1[N:28]1[CH2:29][CH2:30][N:31]([CH2:2][C:3]2[CH:16]=[N:15][C:6]3[C:7]4[N:8]([CH:12]=[CH:13][CH:14]=4)[C:9](=[O:11])[NH:10][C:5]=3[CH:4]=2)[CH2:32][CH2:33]1)[C:21]([NH:23][CH3:24])=[O:22]. (5) Given the reactants [CH:1]1([C:4]2[N:9]3[N:10]=[CH:11][C:12]([C:13]([OH:15])=O)=[C:8]3[N:7]=[C:6]([C:16]3[CH:21]=[CH:20][C:19]([C:22]([F:25])([F:24])[F:23])=[CH:18][CH:17]=3)[CH:5]=2)[CH2:3][CH2:2]1.O[NH:27][C:28](=[NH:39])[C:29]1[CH:34]=[CH:33][CH:32]=[C:31]([S:35](=[O:38])(=[O:37])[NH2:36])[CH:30]=1, predict the reaction product. The product is: [CH:1]1([C:4]2[N:9]3[N:10]=[CH:11][C:12]([C:13]4[O:15][N:39]=[C:28]([C:29]5[CH:30]=[C:31]([S:35]([NH2:36])(=[O:37])=[O:38])[CH:32]=[CH:33][CH:34]=5)[N:27]=4)=[C:8]3[N:7]=[C:6]([C:16]3[CH:21]=[CH:20][C:19]([C:22]([F:25])([F:24])[F:23])=[CH:18][CH:17]=3)[CH:5]=2)[CH2:2][CH2:3]1. (6) Given the reactants C[O:2][C:3]([C:5]1[C:10]([NH2:11])=[CH:9][C:8]([C:12]([F:15])([F:14])[F:13])=[C:7]([Br:16])[N:6]=1)=O.O.[NH2:18][NH2:19].O, predict the reaction product. The product is: [NH2:11][C:10]1[C:5]([C:3]([NH:18][NH2:19])=[O:2])=[N:6][C:7]([Br:16])=[C:8]([C:12]([F:15])([F:14])[F:13])[CH:9]=1. (7) The product is: [CH:1]([C:4]1[N:5]=[C:6]([C:14]2[CH:15]=[CH:16][C:17]([C:20]([F:22])([F:23])[F:21])=[CH:18][CH:19]=2)[S:7][C:8]=1[CH:9]([CH3:13])[CH:10]=[O:11])([CH3:2])[CH3:3]. Given the reactants [CH:1]([C:4]1[N:5]=[C:6]([C:14]2[CH:19]=[CH:18][C:17]([C:20]([F:23])([F:22])[F:21])=[CH:16][CH:15]=2)[S:7][C:8]=1[C:9]([CH3:13])=[CH:10][O:11]C)([CH3:3])[CH3:2].Cl, predict the reaction product. (8) Given the reactants Br[C:2]1[CH:11]=[C:10]2[C:5]([CH:6]=[C:7]([CH3:30])[C:8]([CH:19]([O:25][C:26]([CH3:29])([CH3:28])[CH3:27])[C:20]([O:22]CC)=[O:21])=[C:9]2[C:12]2[CH:17]=[CH:16][C:15]([Cl:18])=[CH:14][CH:13]=2)=[CH:4][CH:3]=1.[C:31]([C:33]1([OH:40])[CH2:38][CH2:37][N:36]([CH3:39])[CH2:35][CH2:34]1)#[CH:32], predict the reaction product. The product is: [C:26]([O:25][CH:19]([C:8]1[C:7]([CH3:30])=[CH:6][C:5]2[C:10](=[CH:11][C:2]([C:32]#[C:31][C:33]3([OH:40])[CH2:38][CH2:37][N:36]([CH3:39])[CH2:35][CH2:34]3)=[CH:3][CH:4]=2)[C:9]=1[C:12]1[CH:13]=[CH:14][C:15]([Cl:18])=[CH:16][CH:17]=1)[C:20]([OH:22])=[O:21])([CH3:27])([CH3:29])[CH3:28]. (9) Given the reactants [OH:1][CH2:2][CH2:3][O:4][C:5]1[C:14]2[C:9](=[C:10]([O:15][CH3:16])[CH:11]=[CH:12][CH:13]=2)[CH:8]=[C:7]([C:17]([OH:19])=O)[CH:6]=1.[O:20]=[C:21]1[C:35]2[C:30](=[CH:31][CH:32]=[C:33]([C:36]3[NH:37][O:38][C:39](=[O:41])[N:40]=3)[CH:34]=2)[O:29][C:23]2([CH2:28][CH2:27][NH:26][CH2:25][CH2:24]2)[CH2:22]1, predict the reaction product. The product is: [OH:1][CH2:2][CH2:3][O:4][C:5]1[C:14]2[C:9](=[C:10]([O:15][CH3:16])[CH:11]=[CH:12][CH:13]=2)[CH:8]=[C:7]([C:17]([N:26]2[CH2:27][CH2:28][C:23]3([CH2:22][C:21](=[O:20])[C:35]4[C:30](=[CH:31][CH:32]=[C:33]([C:36]5[NH:40][C:39](=[O:41])[O:38][N:37]=5)[CH:34]=4)[O:29]3)[CH2:24][CH2:25]2)=[O:19])[CH:6]=1.